Dataset: Catalyst prediction with 721,799 reactions and 888 catalyst types from USPTO. Task: Predict which catalyst facilitates the given reaction. (1) Reactant: [CH2:1]([O:8][CH2:9][C@H:10]1[CH2:12][O:11]1)[C:2]1[CH:7]=[CH:6][CH:5]=[CH:4][CH:3]=1.O.[NH2:14][NH2:15].C[O-].[Na+].[C:19](=[O:26])(OCC)OCC. Product: [NH2:14][N:15]1[CH2:12][C@H:10]([CH2:9][O:8][CH2:1][C:2]2[CH:3]=[CH:4][CH:5]=[CH:6][CH:7]=2)[O:11][C:19]1=[O:26]. The catalyst class is: 5. (2) The catalyst class is: 17. Product: [CH2:30]([O:37][C:38]1[CH:39]=[C:40]2[C:44](=[CH:45][CH:46]=1)[NH:43][N:42]=[C:41]2[NH:47][C:12](=[O:13])[C:11]1[CH:15]=[CH:16][C:8]([N:5]2[CH2:4][CH2:3][N:2]([CH3:1])[CH2:7][CH2:6]2)=[CH:9][C:10]=1[N:17]([CH:24]1[CH2:25][CH2:26][O:27][CH2:28][CH2:29]1)[C:18](=[O:23])[C:19]([F:20])([F:22])[F:21])[C:31]1[CH:36]=[CH:35][CH:34]=[CH:33][CH:32]=1. Reactant: [CH3:1][N:2]1[CH2:7][CH2:6][N:5]([C:8]2[CH:16]=[CH:15][C:11]([C:12](Cl)=[O:13])=[C:10]([N:17]([CH:24]3[CH2:29][CH2:28][O:27][CH2:26][CH2:25]3)[C:18](=[O:23])[C:19]([F:22])([F:21])[F:20])[CH:9]=2)[CH2:4][CH2:3]1.[CH2:30]([O:37][C:38]1[CH:39]=[C:40]2[C:44](=[CH:45][CH:46]=1)[NH:43][N:42]=[C:41]2[NH2:47])[C:31]1[CH:36]=[CH:35][CH:34]=[CH:33][CH:32]=1. (3) Reactant: [NH:1]1[C:9]2[C:4](=[CH:5][CH:6]=[CH:7][N:8]=2)[CH:3]=[C:2]1C=O.[H-].[Na+].[CH3:14][S:15](Cl)(=[O:17])=[O:16].CN([CH:22]=[O:23])C. Product: [CH3:14][S:15]([N:1]1[C:9]2=[N:8][CH:7]=[CH:6][CH:5]=[C:4]2[C:3]([CH:22]=[O:23])=[CH:2]1)(=[O:17])=[O:16]. The catalyst class is: 13. (4) Reactant: [F:1][C:2]([F:7])([F:6])[C:3]([OH:5])=[O:4].[NH2:8][C@@H:9]1[CH2:13][CH2:12][N:11]([C:14]2[N:22]=[C:21]3[C:17]([N:18]=[CH:19][N:20]3[C@@H:23]3[CH2:27][C@H:26]([NH:28][C:29](=[O:39])[CH2:30][O:31]CC4C=CC=CC=4)[C@@H:25]([OH:40])[C@H:24]3[OH:41])=[C:16]([NH:42][CH2:43][CH:44]([C:51]3[CH:56]=[CH:55][CH:54]=[CH:53][CH:52]=3)[C:45]3[CH:50]=[CH:49][CH:48]=[CH:47][CH:46]=3)[N:15]=2)[CH2:10]1. Product: [F:1][C:2]([F:7])([F:6])[C:3]([OH:5])=[O:4].[NH2:8][C@@H:9]1[CH2:13][CH2:12][N:11]([C:14]2[N:22]=[C:21]3[C:17]([N:18]=[CH:19][N:20]3[C@@H:23]3[CH2:27][C@H:26]([NH:28][C:29](=[O:39])[CH2:30][OH:31])[C@@H:25]([OH:40])[C@H:24]3[OH:41])=[C:16]([NH:42][CH2:43][CH:44]([C:45]3[CH:50]=[CH:49][CH:48]=[CH:47][CH:46]=3)[C:51]3[CH:52]=[CH:53][CH:54]=[CH:55][CH:56]=3)[N:15]=2)[CH2:10]1. The catalyst class is: 261. (5) Reactant: Br[CH2:2][C:3]([C:5]1[CH:10]=[CH:9][C:8]([O:11][C:12]([F:15])([F:14])[F:13])=[CH:7][CH:6]=1)=O.[NH2:16][C:17](=[S:23])[C:18]([O:20][CH2:21][CH3:22])=[O:19]. Product: [F:13][C:12]([F:15])([F:14])[O:11][C:8]1[CH:9]=[CH:10][C:5]([C:3]2[N:16]=[C:17]([C:18]([O:20][CH2:21][CH3:22])=[O:19])[S:23][CH:2]=2)=[CH:6][CH:7]=1. The catalyst class is: 14. (6) Reactant: NC[C:3]1[CH:4]=[N:5][C:6]([CH2:9][CH:10]2[CH2:15][CH2:14][CH2:13][CH2:12][CH2:11]2)=[CH:7][CH:8]=1.Cl.[C:17]([O:21][C:22]([NH:24][CH2:25]C1C=NC(CC2CCCCC2)=CC=1)=[O:23])([CH3:20])([CH3:19])[CH3:18].CCCCCC. Product: [C:17]([O:21][C:22]([NH:24][CH2:25][C:7]1[C:6]([CH2:9][CH:10]2[CH2:11][CH2:12][CH2:13][CH2:14][CH2:15]2)=[N:5][CH:4]=[CH:3][CH:8]=1)=[O:23])([CH3:20])([CH3:19])[CH3:18]. The catalyst class is: 225. (7) Reactant: [CH2:1](O)[CH2:2][CH2:3][CH2:4][CH2:5][CH2:6][CH2:7][CH2:8][CH2:9][CH2:10]/[CH:11]=[CH:12]\[CH2:13][CH3:14].C(Br)(Br)(Br)[Br:17].C1(P(C2C=CC=CC=2)C2C=CC=CC=2)C=CC=CC=1. Product: [Br:17][CH2:1][CH2:2][CH2:3][CH2:4][CH2:5][CH2:6][CH2:7][CH2:8][CH2:9][CH2:10]/[CH:11]=[CH:12]\[CH2:13][CH3:14]. The catalyst class is: 4. (8) Reactant: Cl[C:2]1[N:7]=[C:6]([C:8]2[N:12]3[CH:13]=[CH:14][CH:15]=[CH:16][C:11]3=[N:10][C:9]=2[C:17]2[CH:18]=[CH:19][C:20]([O:34][CH3:35])=[C:21]([CH:33]=2)[C:22]([NH:24][C:25]2[C:30]([F:31])=[CH:29][CH:28]=[CH:27][C:26]=2[F:32])=[O:23])[CH:5]=[CH:4][N:3]=1.[F:36][CH2:37][CH2:38][N:39]1[CH2:44][CH2:43][CH:42]([C:45]2[CH:51]=[CH:50][C:48]([NH2:49])=[C:47]([O:52][CH3:53])[CH:46]=2)[CH2:41][CH2:40]1.O.C1(C)C=CC(S(O)(=O)=O)=CC=1. Product: [F:32][C:26]1[CH:27]=[CH:28][CH:29]=[C:30]([F:31])[C:25]=1[NH:24][C:22](=[O:23])[C:21]1[CH:33]=[C:17]([C:9]2[N:10]=[C:11]3[CH:16]=[CH:15][CH:14]=[CH:13][N:12]3[C:8]=2[C:6]2[CH:5]=[CH:4][N:3]=[C:2]([NH:49][C:48]3[CH:50]=[CH:51][C:45]([CH:42]4[CH2:41][CH2:40][N:39]([CH2:38][CH2:37][F:36])[CH2:44][CH2:43]4)=[CH:46][C:47]=3[O:52][CH3:53])[N:7]=2)[CH:18]=[CH:19][C:20]=1[O:34][CH3:35]. The catalyst class is: 41. (9) The catalyst class is: 18. Reactant: [Br:1][C:2]1[C:11]([O:12][CH2:13][C:14]#[N:15])=[CH:10][CH:9]=[C:8]2[C:3]=1[CH:4]=[CH:5][C:6]([CH2:16][N:17]([CH3:33])[C:18]([C:20]1[O:21][C:22]3[CH:32]=[CH:31][CH:30]=[CH:29][C:23]=3[C:24]=1[CH2:25][CH2:26][CH2:27][CH3:28])=[O:19])=[CH:7]2.[N-:34]=[N+:35]=[N-:36].[Na+].[Cl-].[NH4+].[OH-].[Na+]. Product: [Br:1][C:2]1[C:11]([O:12][CH2:13][C:14]2[NH:36][N:35]=[N:34][N:15]=2)=[CH:10][CH:9]=[C:8]2[C:3]=1[CH:4]=[CH:5][C:6]([CH2:16][N:17]([CH3:33])[C:18]([C:20]1[O:21][C:22]3[CH:32]=[CH:31][CH:30]=[CH:29][C:23]=3[C:24]=1[CH2:25][CH2:26][CH2:27][CH3:28])=[O:19])=[CH:7]2.